This data is from Peptide-MHC class I binding affinity with 185,985 pairs from IEDB/IMGT. The task is: Regression. Given a peptide amino acid sequence and an MHC pseudo amino acid sequence, predict their binding affinity value. This is MHC class I binding data. (1) The peptide sequence is VINWKGKEL. The MHC is HLA-B08:01 with pseudo-sequence HLA-B08:01. The binding affinity (normalized) is 0.282. (2) The peptide sequence is ARRHRILDMYL. The MHC is Mamu-B03 with pseudo-sequence Mamu-B03. The binding affinity (normalized) is 0.683. (3) The MHC is H-2-Db with pseudo-sequence H-2-Db. The peptide sequence is HGLRNSQFV. The binding affinity (normalized) is 0.810.